Dataset: Forward reaction prediction with 1.9M reactions from USPTO patents (1976-2016). Task: Predict the product of the given reaction. (1) Given the reactants [CH2:1]([C:4]1[C:12]2[O:11][N:10]=[C:9]([CH2:13][CH2:14][C:15]3[N:16]=[C:17]([C:23]4[CH:28]=[CH:27][C:26]([Cl:29])=[CH:25][C:24]=4[Cl:30])[O:18][C:19]=3[CH:20]([CH3:22])[CH3:21])[C:8]=2[CH:7]=[CH:6][C:5]=1[OH:31])[CH:2]=[CH2:3].C(=O)([O-])[O-].[K+].[K+].Br[CH2:39][C:40]([O:42][CH2:43][CH3:44])=[O:41], predict the reaction product. The product is: [CH2:43]([O:42][C:40](=[O:41])[CH2:39][O:31][C:5]1[CH:6]=[CH:7][C:8]2[C:9]([CH2:13][CH2:14][C:15]3[N:16]=[C:17]([C:23]4[CH:28]=[CH:27][C:26]([Cl:29])=[CH:25][C:24]=4[Cl:30])[O:18][C:19]=3[CH:20]([CH3:22])[CH3:21])=[N:10][O:11][C:12]=2[C:4]=1[CH2:1][CH:2]=[CH2:3])[CH3:44]. (2) Given the reactants [CH3:1][O:2][C:3]1[N:8]=[CH:7][C:6]([N:9]=[C:10]([NH2:26])[C:11]2[CH:16]=[CH:15][C:14]([N:17]3[C:21]4=[N:22][CH:23]=[CH:24][CH:25]=[C:20]4[CH:19]=[CH:18]3)=[CH:13][CH:12]=2)=[CH:5][CH:4]=1.Br.Br[CH2:29][C:30]([C:32]1[CH:37]=[CH:36][CH:35]=[CH:34][N:33]=1)=O, predict the reaction product. The product is: [CH3:1][O:2][C:3]1[N:8]=[CH:7][C:6]([N:9]2[CH:29]=[C:30]([C:32]3[CH:37]=[CH:36][CH:35]=[CH:34][N:33]=3)[N:26]=[C:10]2[C:11]2[CH:12]=[CH:13][C:14]([N:17]3[C:21]4=[N:22][CH:23]=[CH:24][CH:25]=[C:20]4[CH:19]=[CH:18]3)=[CH:15][CH:16]=2)=[CH:5][CH:4]=1. (3) Given the reactants C(=O)(OC(C)(C)C)OC/C=[C:5](/[CH2:7][CH2:8]/[CH:9]=[C:10](\[CH2:12][CH2:13][CH:14]=[C:15]([CH3:17])C)/C)\C, predict the reaction product. The product is: [CH2:5]1[C@@H:7]2[C@@H:13]([CH2:12][CH2:10][CH2:9][CH2:8]2)[CH2:14][CH2:15][CH2:17]1. (4) Given the reactants [CH3:1][O:2][C:3]1[CH:8]=[CH:7][C:6]([C@@H:9]2[C@@H:14]([O:15][CH2:16][C:17]3[CH:18]=[CH:19][C:20]4[O:25][CH2:24][CH2:23][N:22]([CH2:26][CH2:27][CH2:28][O:29][CH3:30])[C:21]=4[CH:31]=3)[CH2:13][N:12]([S:32]([C:35]3[CH:40]=[CH:39][C:38]([CH3:41])=[CH:37][CH:36]=3)(=[O:34])=[O:33])[C@H:11]([CH2:42][C:43]([CH3:48])([CH3:47])[C:44](O)=O)[CH2:10]2)=[CH:5][CH:4]=1.[Cl-].[NH4+].C([N:53](CC)CC)C.C(P1(=O)OP(CCC)(=O)OP(CCC)(=O)O1)CC, predict the reaction product. The product is: [CH3:1][O:2][C:3]1[CH:8]=[CH:7][C:6]([C@@H:9]2[C@@H:14]([O:15][CH2:16][C:17]3[CH:18]=[CH:19][C:20]4[O:25][CH2:24][CH2:23][N:22]([CH2:26][CH2:27][CH2:28][O:29][CH3:30])[C:21]=4[CH:31]=3)[CH2:13][N:12]([S:32]([C:35]3[CH:40]=[CH:39][C:38]([CH3:41])=[CH:37][CH:36]=3)(=[O:34])=[O:33])[C@H:11]([CH2:42][C:43]([CH3:47])([CH3:48])[C:44]#[N:53])[CH2:10]2)=[CH:5][CH:4]=1. (5) Given the reactants [H-].[H-].[H-].[H-].[Li+].[Al+3].[F:7][C:8]1[CH:13]=[C:12]([O:14][CH3:15])[CH:11]=[CH:10][C:9]=1[CH:16]=[CH:17][N+:18]([O-])=O.OS(O)(=O)=O, predict the reaction product. The product is: [F:7][C:8]1[CH:13]=[C:12]([O:14][CH3:15])[CH:11]=[CH:10][C:9]=1[CH2:16][CH2:17][NH2:18]. (6) The product is: [Br:10][C:11]1[CH:12]=[CH:13][C:14]([O:20][CH2:2][C:3]2[CH:8]=[CH:7][CH:6]=[CH:5][C:4]=2[Cl:9])=[C:15]([CH:19]=1)[C:16]([O:18][CH2:2][C:3]1[CH:8]=[CH:7][CH:6]=[CH:5][C:4]=1[Cl:9])=[O:17]. Given the reactants Br[CH2:2][C:3]1[CH:8]=[CH:7][CH:6]=[CH:5][C:4]=1[Cl:9].[Br:10][C:11]1[CH:12]=[CH:13][C:14]([OH:20])=[C:15]([CH:19]=1)[C:16]([OH:18])=[O:17].C(=O)([O-])[O-].[K+].[K+], predict the reaction product. (7) Given the reactants [S:1]=[C:2]1[NH:7][C:6]2[NH:8][C:9](=[O:11])[CH2:10][C:5]=2[C:4](=[O:12])[N:3]1[C:13]1[CH:18]=[CH:17][C:16]([O:19][CH2:20][C:21]([F:24])([F:23])[F:22])=[CH:15][CH:14]=1.C(=O)([O-])O.[Na+].[CH3:30][C:31]1([O:34][CH2:33]1)[CH3:32].Cl, predict the reaction product. The product is: [OH:34][C:31]([CH3:33])([CH3:32])[CH2:30][S:1][C:2]1[N:3]([C:13]2[CH:14]=[CH:15][C:16]([O:19][CH2:20][C:21]([F:24])([F:23])[F:22])=[CH:17][CH:18]=2)[C:4](=[O:12])[C:5]2[CH2:10][C:9](=[O:11])[NH:8][C:6]=2[N:7]=1. (8) Given the reactants Cl.[NH2:2][C@H:3]1[C:12]2[C:7](=[CH:8][CH:9]=[C:10]([C:13]3[CH:18]=[CH:17][C:16]([C:19]([N:21]4[CH2:26][CH2:25][O:24][CH2:23][CH2:22]4)=[O:20])=[CH:15][N:14]=3)[CH:11]=2)[N:6]([C:27](=[O:29])[CH3:28])[C@@H:5]([CH3:30])[CH2:4]1.Br[C:32]1[CH:37]=[CH:36][C:35]([Cl:38])=[CH:34][N:33]=1.C1(P(C2CCCCC2)C2C=CC=CC=2C2C(N(C)C)=CC=CC=2)CCCCC1.CC(C)([O-])C.[Na+], predict the reaction product. The product is: [Cl:38][C:35]1[CH:36]=[CH:37][C:32]([NH:2][C@H:3]2[C:12]3[C:7](=[CH:8][CH:9]=[C:10]([C:13]4[CH:18]=[CH:17][C:16]([C:19]([N:21]5[CH2:26][CH2:25][O:24][CH2:23][CH2:22]5)=[O:20])=[CH:15][N:14]=4)[CH:11]=3)[N:6]([C:27](=[O:29])[CH3:28])[C@@H:5]([CH3:30])[CH2:4]2)=[N:33][CH:34]=1. (9) Given the reactants [CH3:1][O:2][C:3]1[CH:8]=[CH:7][CH:6]=[CH:5][C:4]=1[C:9]1[NH:13][N:12]=[C:11]([C:14]([N:16]2[CH2:21][CH2:20]OCC2)=[O:15])[CH:10]=1.N[C:23]1[CH:28]=CC=[CH:25][CH:24]=1, predict the reaction product. The product is: [CH3:1][O:2][C:3]1[CH:8]=[CH:7][CH:6]=[CH:5][C:4]=1[C:9]1[NH:13][N:12]=[C:11]([C:14]([NH:16][C:21]2[CH:20]=[CH:25][CH:24]=[CH:23][CH:28]=2)=[O:15])[CH:10]=1.